From a dataset of Forward reaction prediction with 1.9M reactions from USPTO patents (1976-2016). Predict the product of the given reaction. (1) Given the reactants [NH:1]1[C:5]2=[N:6][CH:7]=[C:8]([O:10][C:11]3[CH:39]=[C:38]([N:40]4[CH2:45][CH2:44][N:43]([CH2:46][C:47]5[CH2:52][CH2:51][C:50]([CH3:54])([CH3:53])[CH2:49][C:48]=5[C:55]5[CH:60]=[CH:59][C:58]([Cl:61])=[CH:57][CH:56]=5)[CH2:42][CH2:41]4)[CH:37]=[CH:36][C:12]=3[C:13]([NH:15][S:16]([C:19]3[CH:24]=[CH:23][C:22]([NH:25][CH:26]4[CH2:31][CH2:30][C:29](=O)[CH2:28][CH2:27]4)=[C:21]([N+:33]([O-:35])=[O:34])[CH:20]=3)(=[O:18])=[O:17])=[O:14])[CH:9]=[C:4]2[CH:3]=[CH:2]1.[CH:62]1([NH:65][CH2:66][CH2:67][C:68]#[N:69])[CH2:64][CH2:63]1.C(O)(=O)C.C([BH3-])#N, predict the reaction product. The product is: [Cl:61][C:58]1[CH:59]=[CH:60][C:55]([C:48]2[CH2:49][C:50]([CH3:53])([CH3:54])[CH2:51][CH2:52][C:47]=2[CH2:46][N:43]2[CH2:44][CH2:45][N:40]([C:38]3[CH:37]=[CH:36][C:12]([C:13]([NH:15][S:16]([C:19]4[CH:24]=[CH:23][C:22]([NH:25][CH:26]5[CH2:31][CH2:30][CH:29]([N:65]([CH2:66][CH2:67][C:68]#[N:69])[CH:62]6[CH2:64][CH2:63]6)[CH2:28][CH2:27]5)=[C:21]([N+:33]([O-:35])=[O:34])[CH:20]=4)(=[O:18])=[O:17])=[O:14])=[C:11]([O:10][C:8]4[CH:9]=[C:4]5[CH:3]=[CH:2][NH:1][C:5]5=[N:6][CH:7]=4)[CH:39]=3)[CH2:41][CH2:42]2)=[CH:56][CH:57]=1. (2) Given the reactants [CH2:1]([OH:5])[CH:2]([OH:4])[CH3:3].[N:6]1[CH:11]=[CH:10]C=C[C:7]=1C(O)=O.[C:15]([O-])(=O)CCC.[Na+].CC(=CCC/C(=C/CC/C(=C/CC/C=C(/CC/C=C(/CCC=C(C)C)\C)\C)/C)/C)C.C(OC(C)C)(=O)CCCCCCCCCCCCC.COC1C=C([C@H]2OC3C=C([C@H]4OC5C(=C(O)C=C(O)C=5)C(=O)[C@@H]4O)C=CC=3O[C@@H]2CO)C=CC=1O.COC(C1C=CC(O)=CC=1)=O.C(OC(C1C=CC(O)=CC=1)=O)CC, predict the reaction product. The product is: [CH3:15][N:6]1[CH:7]=[CH:3][C:2](=[O:4])[C:1]([OH:5])=[C:11]1[CH3:10].